From a dataset of Experimentally validated miRNA-target interactions with 360,000+ pairs, plus equal number of negative samples. Binary Classification. Given a miRNA mature sequence and a target amino acid sequence, predict their likelihood of interaction. The miRNA is hsa-miR-18a-3p with sequence ACUGCCCUAAGUGCUCCUUCUGG. The protein sequence of the target gene is MAEPASVTVTFDDVALYFSEQEWEILEKWQKQMYKQEMKTNYETLDSLGYAFSKPDLITWMEQGRMLLISEQGCLDKTRRTTSPPTDEQLNMKNTGKLLCFDDEGTPRTKEEDCRLNGPQKQDLCAALRGKERKILLAQTATFQSPSLRETEILNKKVSITAYDPDKKDLRHKPRETPGRLEIPTGPRCYSCYVCRKVFQVRRDLLKHKRSHSKSQLCRYPKYKNSSRGKSELRRTQRLLCQKKRFQCSECEKSYFLKGSLVTHQVVHTGQRPYPCPECDKTFRYRANLKKHLCLHRGER.... Result: 0 (no interaction).